Predict the product of the given reaction. From a dataset of Forward reaction prediction with 1.9M reactions from USPTO patents (1976-2016). (1) Given the reactants [H-].[Na+].[Br:3][C:4]1[CH:9]=[CH:8][C:7]([C:10]2[C:14]3[CH2:15][C:16]4[S:17][CH:18]=[CH:19][C:20]=4[C:13]=3[NH:12][N:11]=2)=[CH:6][CH:5]=1.[CH3:21][Si:22]([CH2:25][CH2:26][O:27][CH2:28]Cl)([CH3:24])[CH3:23], predict the reaction product. The product is: [Br:3][C:4]1[CH:9]=[CH:8][C:7]([C:10]2[C:14]3[CH2:15][C:16]4[S:17][CH:18]=[CH:19][C:20]=4[C:13]=3[N:12]([CH2:28][O:27][CH2:26][CH2:25][Si:22]([CH3:24])([CH3:23])[CH3:21])[N:11]=2)=[CH:6][CH:5]=1. (2) The product is: [F:1][C:2]1[CH:27]=[C:26]([F:28])[CH:25]=[CH:24][C:3]=1[O:4][C:5]1[C:18](=[O:19])[N:17]([CH2:20][C@H:21]([OH:23])[CH3:22])[C:8]2[N:9]=[C:10]([NH:29][C@H:30]([CH3:33])[CH2:31][OH:32])[N:11]=[CH:12][C:7]=2[CH:6]=1. Given the reactants [F:1][C:2]1[CH:27]=[C:26]([F:28])[CH:25]=[CH:24][C:3]=1[O:4][C:5]1[C:18](=[O:19])[N:17]([CH2:20][C@H:21]([OH:23])[CH3:22])[C:8]2[N:9]=[C:10](S(C)(=O)=O)[N:11]=[CH:12][C:7]=2[CH:6]=1.[NH2:29][C@H:30]([CH3:33])[CH2:31][OH:32], predict the reaction product. (3) Given the reactants [CH3:1][O:2][C:3](=[O:12])[C:4]1[CH:9]=[C:8]([I:10])[CH:7]=[N:6][C:5]=1Cl.C(=O)([O-])[O-].[K+].[K+].[O:19]([C:26]1[CH:31]=[CH:30][C:29]([OH:32])=[CH:28][CH:27]=1)[C:20]1[CH:25]=[CH:24][CH:23]=[CH:22][CH:21]=1, predict the reaction product. The product is: [CH3:1][O:2][C:3](=[O:12])[C:4]1[CH:9]=[C:8]([I:10])[CH:7]=[N:6][C:5]=1[O:32][C:29]1[CH:28]=[CH:27][C:26]([O:19][C:20]2[CH:25]=[CH:24][CH:23]=[CH:22][CH:21]=2)=[CH:31][CH:30]=1. (4) The product is: [C:11]([C:9]1[C:8]([N:13]2[CH2:14][CH2:15][CH:16]([C:19]([OH:21])=[O:20])[CH2:17][CH2:18]2)=[N:7][C:6]([O:26][CH3:27])=[C:5]([C:4]([O:3][CH2:1][CH3:2])=[O:28])[CH:10]=1)#[N:12]. Given the reactants [CH2:1]([O:3][C:4](=[O:28])[C:5]1[CH:10]=[C:9]([C:11]#[N:12])[C:8]([N:13]2[CH2:18][CH2:17][CH:16]([C:19]([O:21]C(C)(C)C)=[O:20])[CH2:15][CH2:14]2)=[N:7][C:6]=1[O:26][CH3:27])[CH3:2], predict the reaction product. (5) Given the reactants [N+:1]([C:4]1[CH:5]=[CH:6][C:7]([CH:10](C(OCC)=O)[C:11]([O:13][C:14](C)(C)[CH3:15])=[O:12])=[N:8][CH:9]=1)([O-:3])=[O:2].FC(F)(F)C(O)=O, predict the reaction product. The product is: [N+:1]([C:4]1[CH:5]=[CH:6][C:7]([CH2:10][C:11]([O:13][CH2:14][CH3:15])=[O:12])=[N:8][CH:9]=1)([O-:3])=[O:2]. (6) Given the reactants [CH:1]([C:4]1[CH:13]=[CH:12][C:7]([C:8]([NH:10][NH2:11])=[O:9])=[CH:6][CH:5]=1)([CH3:3])[CH3:2].CCN(CC)CC.Cl[C:22]([C:24]1[CH:33]=[CH:32][C:27]([C:28]([O:30]C)=[O:29])=[CH:26][CH:25]=1)=[O:23], predict the reaction product. The product is: [CH:1]([C:4]1[CH:13]=[CH:12][C:7]([C:8]([NH:10][NH:11][C:22]([C:24]2[CH:33]=[CH:32][C:27]([C:28]([OH:30])=[O:29])=[CH:26][CH:25]=2)=[O:23])=[O:9])=[CH:6][CH:5]=1)([CH3:3])[CH3:2]. (7) Given the reactants [Cl:1][C:2]1[C:7]([OH:8])=[CH:6][CH:5]=[CH:4][N:3]=1.[I-:9].[Na+].CC1C=CC(S(NCl)(=O)=O)=CC=1.Cl, predict the reaction product. The product is: [Cl:1][C:2]1[C:7]([OH:8])=[CH:6][CH:5]=[C:4]([I:9])[N:3]=1. (8) Given the reactants [CH2:1]([C@@:5]12[CH2:18][C:17](=[O:19])[CH2:16][CH2:15][C@@:14]1([CH3:20])[C:13]1[C:8](=[CH:9][C:10]([O:21]C)=[CH:11][CH:12]=1)[CH2:7][CH2:6]2)[CH2:2][CH2:3][CH3:4].B(Br)(Br)Br, predict the reaction product. The product is: [CH2:1]([C@@:5]12[CH2:18][C:17](=[O:19])[CH2:16][CH2:15][C@@:14]1([CH3:20])[C:13]1[C:8](=[CH:9][C:10]([OH:21])=[CH:11][CH:12]=1)[CH2:7][CH2:6]2)[CH2:2][CH2:3][CH3:4]. (9) Given the reactants [NH:1]1[CH2:6][CH2:5][CH2:4][CH2:3][CH2:2]1.C(=O)([O-])[O-].[K+].[K+].Br[CH2:14][C:15]([C:17]1([C:22]2[CH:27]=[CH:26][C:25]([Cl:28])=[C:24]([Cl:29])[CH:23]=2)[CH2:21][CH2:20][CH2:19][CH2:18]1)=[O:16].[I-].[Na+], predict the reaction product. The product is: [Cl:29][C:24]1[CH:23]=[C:22]([C:17]2([C:15](=[O:16])[CH2:14][N:1]3[CH2:6][CH2:5][CH2:4][CH2:3][CH2:2]3)[CH2:21][CH2:20][CH2:19][CH2:18]2)[CH:27]=[CH:26][C:25]=1[Cl:28]. (10) Given the reactants [C:1]([CH2:4][N:5]1[CH2:10][CH2:9][N:8]([C:11]([O:13][C:14]([CH3:17])([CH3:16])[CH3:15])=[O:12])[CH2:7][CH2:6]1)([OH:3])=O.N1(OC(N(C)C)=[N+](C)C)C2C=CC=CC=2N=N1.F[B-](F)(F)F.C(N(CC)C(C)C)(C)C.Cl.Cl.[C:51]([C:55]1[CH:56]=[C:57]([NH:83][S:84]([CH3:87])(=[O:86])=[O:85])[C:58]([O:81][CH3:82])=[C:59]([NH:61][C:62]([C:64]2[N:65]([CH3:80])[C:66]3[C:71]([CH:72]=2)=[CH:70][CH:69]=[CH:68][C:67]=3[CH2:73][N:74]2[CH2:79][CH2:78][NH:77][CH2:76][CH2:75]2)=[O:63])[CH:60]=1)([CH3:54])([CH3:53])[CH3:52], predict the reaction product. The product is: [C:51]([C:55]1[CH:56]=[C:57]([NH:83][S:84]([CH3:87])(=[O:86])=[O:85])[C:58]([O:81][CH3:82])=[C:59]([NH:61][C:62]([C:64]2[N:65]([CH3:80])[C:66]3[C:71]([CH:72]=2)=[CH:70][CH:69]=[CH:68][C:67]=3[CH2:73][N:74]2[CH2:75][CH2:76][N:77]([C:1](=[O:3])[CH2:4][N:5]3[CH2:10][CH2:9][N:8]([C:11]([O:13][C:14]([CH3:17])([CH3:16])[CH3:15])=[O:12])[CH2:7][CH2:6]3)[CH2:78][CH2:79]2)=[O:63])[CH:60]=1)([CH3:54])([CH3:52])[CH3:53].